This data is from Forward reaction prediction with 1.9M reactions from USPTO patents (1976-2016). The task is: Predict the product of the given reaction. (1) Given the reactants [CH2:1]([N:5]1[C:13]2[C:12](=[O:14])[N:11]([CH3:15])[C:10](Cl)=[N:9][C:8]=2[N:7]=[C:6]1[N:17]1[CH2:22][CH2:21][N:20]([C:23]([O:25][C:26]([CH3:29])([CH3:28])[CH3:27])=[O:24])[CH2:19][CH2:18]1)[C:2]#[C:3][CH3:4].[C:30]([NH2:39])(=[O:38])[C:31]1[C:32](=[CH:34][CH:35]=[CH:36][CH:37]=1)[OH:33].C(=O)([O-])[O-].[K+].[K+].O, predict the reaction product. The product is: [CH2:1]([N:5]1[C:13]2[C:12](=[O:14])[N:11]([CH3:15])[C:10]([O:33][C:32]3[CH:34]=[CH:35][CH:36]=[CH:37][C:31]=3[C:30](=[O:38])[NH2:39])=[N:9][C:8]=2[N:7]=[C:6]1[N:17]1[CH2:22][CH2:21][N:20]([C:23]([O:25][C:26]([CH3:29])([CH3:28])[CH3:27])=[O:24])[CH2:19][CH2:18]1)[C:2]#[C:3][CH3:4]. (2) Given the reactants C(O[C:5](=[O:7])[CH3:6])(=O)C.Cl.[NH2:9][CH:10]1[CH2:18][C:17]2[C:12](=[CH:13][CH:14]=[CH:15][CH:16]=2)[CH2:11]1.C(OCC)(=O)C, predict the reaction product. The product is: [CH2:11]1[C:12]2[C:17](=[CH:16][CH:15]=[CH:14][CH:13]=2)[CH2:18][CH:10]1[NH:9][C:5](=[O:7])[CH3:6].